From a dataset of Forward reaction prediction with 1.9M reactions from USPTO patents (1976-2016). Predict the product of the given reaction. (1) Given the reactants [Cl:1][C:2]1[CH:7]=[CH:6][C:5]([CH:8]2[CH2:13][CH2:12][CH2:11][N:10]([C:14]([C:16]3[CH:21]=[CH:20][N:19]=[C:18](F)[CH:17]=3)=[O:15])[CH2:9]2)=[CH:4][CH:3]=1.[CH3:23][CH:24]([NH2:26])[CH3:25].C(N(CC)CC)C, predict the reaction product. The product is: [Cl:1][C:2]1[CH:7]=[CH:6][C:5]([CH:8]2[CH2:13][CH2:12][CH2:11][N:10]([C:14]([C:16]3[CH:21]=[CH:20][N:19]=[C:18]([NH:26][CH:24]([CH3:25])[CH3:23])[CH:17]=3)=[O:15])[CH2:9]2)=[CH:4][CH:3]=1. (2) Given the reactants C(C1C=C(C(C)(C)C)C=C[C:6]=1[O:15]P(OC1C=CC(C(C)(C)C)=CC=1C(C)(C)C)OC1C=CC(C(C)(C)C)=CC=1C(C)(C)C)(C)(C)C.[Cl:47][C:48]1[CH:53]=[C:52](/[CH:54]=[CH:55]/[C:56]([C:62]2[CH:67]=[C:66]([Cl:68])[CH:65]=[C:64]([Cl:69])[CH:63]=2)([OH:61])[C:57]([F:60])([F:59])[F:58])[CH:51]=[CH:50][C:49]=1[CH2:70][N:71]1[C:79](=[O:80])[C:78]2[C:73](=[CH:74][CH:75]=[CH:76][CH:77]=2)[C:72]1=[O:81], predict the reaction product. The product is: [Cl:47][C:48]1[CH:53]=[C:52]([CH:54]2[CH2:55][C:56]([C:62]3[CH:63]=[C:64]([Cl:69])[CH:65]=[C:66]([Cl:68])[CH:67]=3)([C:57]([F:60])([F:59])[F:58])[O:61][CH:6]2[OH:15])[CH:51]=[CH:50][C:49]=1[CH2:70][N:71]1[C:72](=[O:81])[C:73]2[C:78](=[CH:77][CH:76]=[CH:75][CH:74]=2)[C:79]1=[O:80]. (3) The product is: [CH3:27][N:21]1[C:20]([C:28]([NH2:30])=[O:29])=[C:19]([NH:18][C:7](=[O:9])[C:6]2[CH:10]=[CH:11][CH:12]=[CH:13][C:5]=2[O:4][CH2:1][CH2:2][CH3:3])[C:23]([CH2:24][CH2:25][CH3:26])=[N:22]1. Given the reactants [CH2:1]([O:4][C:5]1[CH:13]=[CH:12][CH:11]=[CH:10][C:6]=1[C:7]([OH:9])=O)[CH2:2][CH3:3].S(Cl)(Cl)=O.[NH2:18][C:19]1[C:23]([CH2:24][CH2:25][CH3:26])=[N:22][N:21]([CH3:27])[C:20]=1[C:28]([NH2:30])=[O:29].C(N(CC)CC)C, predict the reaction product.